The task is: Regression. Given two drug SMILES strings and cell line genomic features, predict the synergy score measuring deviation from expected non-interaction effect.. This data is from NCI-60 drug combinations with 297,098 pairs across 59 cell lines. (1) Drug 1: CS(=O)(=O)C1=CC(=C(C=C1)C(=O)NC2=CC(=C(C=C2)Cl)C3=CC=CC=N3)Cl. Drug 2: COC1=NC(=NC2=C1N=CN2C3C(C(C(O3)CO)O)O)N. Cell line: HL-60(TB). Synergy scores: CSS=15.9, Synergy_ZIP=-8.35, Synergy_Bliss=-12.0, Synergy_Loewe=-20.0, Synergy_HSA=-14.6. (2) Drug 1: CC1=C2C(C(=O)C3(C(CC4C(C3C(C(C2(C)C)(CC1OC(=O)C(C(C5=CC=CC=C5)NC(=O)C6=CC=CC=C6)O)O)OC(=O)C7=CC=CC=C7)(CO4)OC(=O)C)O)C)OC(=O)C. Drug 2: C1CCC(C(C1)N)N.C(=O)(C(=O)[O-])[O-].[Pt+4]. Cell line: HCT116. Synergy scores: CSS=63.9, Synergy_ZIP=2.67, Synergy_Bliss=3.05, Synergy_Loewe=3.61, Synergy_HSA=5.88.